Dataset: Catalyst prediction with 721,799 reactions and 888 catalyst types from USPTO. Task: Predict which catalyst facilitates the given reaction. (1) Reactant: [N+:1]([C:4]1[CH:17]=[CH:16][C:7]([O:8][C:9]2[N:14]=[CH:13][N:12]=[C:11]([NH2:15])[CH:10]=2)=[CH:6][CH:5]=1)([O-])=O.[Cl-].[NH4+].C(O)C. Product: [NH2:1][C:4]1[CH:17]=[CH:16][C:7]([O:8][C:9]2[N:14]=[CH:13][N:12]=[C:11]([NH2:15])[CH:10]=2)=[CH:6][CH:5]=1. The catalyst class is: 150. (2) Reactant: C(OC(=O)[NH:7][C@H:8]([CH2:25][OH:26])[CH2:9][C:10]1[CH:15]=[CH:14][C:13]([O:16][C:17]2[C:22](O)=[C:21](C)[CH:20]=[CH:19][N:18]=2)=[CH:12][CH:11]=1)(C)(C)C.[ClH:28].[O:29]1CCOC[CH2:30]1. Product: [ClH:28].[ClH:28].[NH2:7][C@@H:8]([CH2:9][C:10]1[CH:11]=[CH:12][C:13]([O:16][C:17]2[C:22]([CH2:30][OH:29])=[CH:21][CH:20]=[CH:19][N:18]=2)=[CH:14][CH:15]=1)[CH2:25][OH:26]. The catalyst class is: 7. (3) Reactant: C1(P(C2C=CC=CC=2)C2C=CC=CC=2)C=CC=CC=1.[F:20][C:21]1[CH:30]=[CH:29][C:24]([C:25]([O:27][CH3:28])=[O:26])=[C:23]([OH:31])[CH:22]=1.O[CH2:33][CH2:34][CH2:35][CH2:36][CH2:37][NH:38][C:39](=[O:45])[O:40][C:41]([CH3:44])([CH3:43])[CH3:42].N(C(OC(C)C)=O)=NC(OC(C)C)=O. Product: [C:41]([O:40][C:39]([NH:38][CH2:37][CH2:36][CH2:35][CH2:34][CH2:33][O:31][C:23]1[CH:22]=[C:21]([F:20])[CH:30]=[CH:29][C:24]=1[C:25]([O:27][CH3:28])=[O:26])=[O:45])([CH3:44])([CH3:43])[CH3:42]. The catalyst class is: 1. (4) Reactant: [OH:1][C:2]1[C:11]2[C:6](=[CH:7][C:8]([O:12][CH3:13])=[CH:9][CH:10]=2)[CH:5]=[CH:4][C:3]=1[C:14]1[CH:19]=[CH:18][CH:17]=[C:16]([O:20][CH3:21])[CH:15]=1.[H-].[Na+].F[C:25]1[CH:32]=[CH:31][C:28]([CH:29]=[O:30])=[CH:27][CH:26]=1. Product: [CH:29]([C:28]1[CH:31]=[CH:32][C:25]([O:1][C:2]2[C:11]3[C:6](=[CH:7][C:8]([O:12][CH3:13])=[CH:9][CH:10]=3)[CH:5]=[CH:4][C:3]=2[C:14]2[CH:19]=[CH:18][CH:17]=[C:16]([O:20][CH3:21])[CH:15]=2)=[CH:26][CH:27]=1)=[O:30]. The catalyst class is: 3. (5) Reactant: [CH3:1][S:2]([N:5]1[CH2:10][CH2:9][CH:8]([OH:11])[CH2:7][CH2:6]1)(=[O:4])=[O:3].[H-].[Na+].Cl[C:15]1[C:24]2[C:19](=[CH:20][CH:21]=[CH:22][C:23]=2[Cl:25])[CH:18]=[C:17]([C@@H:26]([NH:28]C(=O)OCC2C3C=CC=CC=3C3C2=CC=CC=3)[CH3:27])[N:16]=1.O. Product: [Cl:25][C:23]1[CH:22]=[CH:21][CH:20]=[C:19]2[C:24]=1[C:15]([O:11][CH:8]1[CH2:7][CH2:6][N:5]([S:2]([CH3:1])(=[O:4])=[O:3])[CH2:10][CH2:9]1)=[N:16][C:17]([C@@H:26]([NH2:28])[CH3:27])=[CH:18]2. The catalyst class is: 1. (6) Reactant: Cl.[CH3:2][O:3][C:4](=[O:11])[C@H:5]([CH2:7][CH:8]([CH3:10])[CH3:9])[NH2:6].C(=O)(O)[O-].[Na+].C([O:19][C:20](=O)/[CH:21]=[C:22](/[O:25][C:26]1[CH:31]=[CH:30][CH:29]=[CH:28][C:27]=1[Cl:32])\[CH2:23]Br)C. Product: [CH3:2][O:3][C:4](=[O:11])[C@@H:5]([N:6]1[CH2:23][C:22]([O:25][C:26]2[CH:31]=[CH:30][CH:29]=[CH:28][C:27]=2[Cl:32])=[CH:21][C:20]1=[O:19])[CH2:7][CH:8]([CH3:10])[CH3:9]. The catalyst class is: 8. (7) Reactant: I[CH2:2][CH2:3][O:4][NH:5][C:6](=[O:12])[O:7][C:8]([CH3:11])([CH3:10])[CH3:9].[CH3:13][S:14]([O-:16])=[O:15].[Na+].N1C=CC=CC=1.O. Product: [CH3:13][S:14]([CH2:2][CH2:3][O:4][NH:5][C:6](=[O:12])[O:7][C:8]([CH3:11])([CH3:10])[CH3:9])(=[O:16])=[O:15]. The catalyst class is: 9. (8) Reactant: ClC([O:4][C:5](Cl)(Cl)Cl)=O.[Cl:9][C:10]1[CH:15]=[C:14]([C:16]([F:19])([F:18])[F:17])[CH:13]=[C:12]([Cl:20])[C:11]=1[O:21][C:22]1[CH:26]=[C:25]([CH3:27])[NH:24][N:23]=1.[CH:28]1([NH2:31])[CH2:30][CH2:29]1.C(=O)([O-])[O-].[K+].[K+]. Product: [CH:28]1([NH:31][C:5]([N:24]2[C:25]([CH3:27])=[CH:26][C:22]([O:21][C:11]3[C:10]([Cl:9])=[CH:15][C:14]([C:16]([F:19])([F:17])[F:18])=[CH:13][C:12]=3[Cl:20])=[N:23]2)=[O:4])[CH2:30][CH2:29]1. The catalyst class is: 22. (9) Reactant: [NH:1]1[CH2:6][CH2:5][S:4][CH2:3][CH2:2]1.[N+:7]([C:10]1[CH:11]=[CH:12][C:13](F)=[C:14]([CH3:16])[CH:15]=1)([O-:9])=[O:8].C(N(CC)C(C)C)(C)C. Product: [CH3:16][C:14]1[CH:15]=[C:10]([N+:7]([O-:9])=[O:8])[CH:11]=[CH:12][C:13]=1[N:1]1[CH2:6][CH2:5][S:4][CH2:3][CH2:2]1. The catalyst class is: 16.